This data is from Reaction yield outcomes from USPTO patents with 853,638 reactions. The task is: Predict the reaction yield, written as a fraction of the theoretical maximum amount of product (1.0 means a 100% yield; for example, 0.34 means a 34% yield). The reactants are [F:1][C:2]1[CH:3]=[C:4]([N:10]2[C:15](=[O:16])[C:14]([CH2:17][C:18]3[CH:23]=[CH:22][C:21]([C:24]4[C:25]([C:30]#[N:31])=[CH:26][CH:27]=[CH:28][CH:29]=4)=[CH:20][CH:19]=3)=[C:13]([CH2:32][CH2:33][CH3:34])[N:12]=[C:11]2[CH3:35])[CH:5]=[CH:6][C:7]=1[O:8]C.B(Br)(Br)Br.C(OCC)(=O)C.O. The catalyst is C(Cl)Cl. The product is [F:1][C:2]1[CH:3]=[C:4]([N:10]2[C:15](=[O:16])[C:14]([CH2:17][C:18]3[CH:23]=[CH:22][C:21]([C:24]4[C:25]([C:30]#[N:31])=[CH:26][CH:27]=[CH:28][CH:29]=4)=[CH:20][CH:19]=3)=[C:13]([CH2:32][CH2:33][CH3:34])[N:12]=[C:11]2[CH3:35])[CH:5]=[CH:6][C:7]=1[OH:8]. The yield is 1.00.